From a dataset of Full USPTO retrosynthesis dataset with 1.9M reactions from patents (1976-2016). Predict the reactants needed to synthesize the given product. (1) Given the product [CH:16]1([NH:19][C:20]([C:21]2[CH:22]=[C:23]([C:2]3[CH:14]=[CH:13][C:5]([C:6]([NH:8][CH2:9][CH:10]4[CH2:12][CH2:11]4)=[O:7])=[CH:4][C:3]=3[F:15])[C:24]([CH3:38])=[CH:25][CH:26]=2)=[O:37])[CH2:17][CH2:18]1, predict the reactants needed to synthesize it. The reactants are: Br[C:2]1[CH:14]=[CH:13][C:5]([C:6]([NH:8][CH2:9][CH:10]2[CH2:12][CH2:11]2)=[O:7])=[CH:4][C:3]=1[F:15].[CH:16]1([NH:19][C:20](=[O:37])[C:21]2[CH:26]=[CH:25][CH:24]=[C:23](B3OC(C)(C)C(C)(C)O3)[C:22]=2C)[CH2:18][CH2:17]1.[C:38](=O)([O-])O.[Na+]. (2) Given the product [C:31]([O:30][C:29]([N:14]1[C:15]2[C:11](=[C:10]([NH:9][C:3]3[CH:4]=[CH:5][C:6]([I:8])=[CH:7][C:2]=3[F:1])[C:18]([N+:19]([O-:21])=[O:20])=[CH:17][CH:16]=2)[CH:12]=[N:13]1)=[O:35])([CH3:34])([CH3:33])[CH3:32], predict the reactants needed to synthesize it. The reactants are: [F:1][C:2]1[CH:7]=[C:6]([I:8])[CH:5]=[CH:4][C:3]=1[NH:9][C:10]1[C:18]([N+:19]([O-:21])=[O:20])=[CH:17][CH:16]=[C:15]2[C:11]=1[CH:12]=[N:13][NH:14]2.C(N(CC)CC)C.[C:29](=O)([O-:35])[O:30][C:31]([CH3:34])([CH3:33])[CH3:32].[C:29](=O)([O-:35])[O:30][C:31]([CH3:34])([CH3:33])[CH3:32].CN(C=O)C. (3) Given the product [Cl:1][C:2]1[CH:7]=[C:6]([C:8]2[C:17]3[C:12](=[CH:13][C:14]([S:18]([NH:47][C:46]4[S:42][N:43]=[CH:44][N:45]=4)(=[O:20])=[O:21])=[CH:15][CH:16]=3)[N:11]=[CH:10][N:9]=2)[C:5]([O:33][CH3:34])=[CH:4][C:3]=1[C:35]1[CH:40]=[CH:39][CH:38]=[C:37]([F:41])[CH:36]=1, predict the reactants needed to synthesize it. The reactants are: [Cl:1][C:2]1[CH:7]=[C:6]([C:8]2[C:17]3[C:12](=[CH:13][C:14]([S:18]([O:21]C4C(F)=C(F)C(F)=C(F)C=4F)(=[O:20])=O)=[CH:15][CH:16]=3)[N:11]=[CH:10][N:9]=2)[C:5]([O:33][CH3:34])=[CH:4][C:3]=1[C:35]1[CH:40]=[CH:39][CH:38]=[C:37]([F:41])[CH:36]=1.[S:42]1[C:46]([NH2:47])=[N:45][CH:44]=[N:43]1.C(=O)([O-])[O-].[Cs+].[Cs+]. (4) Given the product [F:14][C:15]1[CH:16]=[C:17]([O:22][C:23]2[S:24][C:25]([CH2:29][NH:1][C:2]3[CH:3]=[CH:4][C:5]([C@@H:8]4[CH2:10][C@H:9]4[C:11]([OH:13])=[O:12])=[CH:6][CH:7]=3)=[C:26]([CH3:28])[N:27]=2)[CH:18]=[CH:19][C:20]=1[F:21], predict the reactants needed to synthesize it. The reactants are: [NH2:1][C:2]1[CH:7]=[CH:6][C:5]([C@@H:8]2[CH2:10][C@H:9]2[C:11]([OH:13])=[O:12])=[CH:4][CH:3]=1.[F:14][C:15]1[CH:16]=[C:17]([O:22][C:23]2[S:24][C:25]([CH:29]=O)=[C:26]([CH3:28])[N:27]=2)[CH:18]=[CH:19][C:20]=1[F:21].C(O[BH-](OC(=O)C)OC(=O)C)(=O)C.[Na+].O. (5) The reactants are: [F:1][C:2]1[CH:3]=[C:4]([CH:6]=[C:7]([F:9])[CH:8]=1)[NH2:5].[Cl:10][C:11]1[CH:16]=[CH:15][C:14]([C:17]2[C:18](=[O:31])[N:19]([CH2:27][C:28](Cl)=[O:29])[C:20]3([CH2:26][CH2:25][CH2:24][CH2:23][CH2:22]3)[N:21]=2)=[CH:13][CH:12]=1.C(N(CC)CC)C.C(=O)([O-])O.[Na+]. Given the product [Cl:10][C:11]1[CH:12]=[CH:13][C:14]([C:17]2[C:18](=[O:31])[N:19]([CH2:27][C:28]([NH:5][C:4]3[CH:3]=[C:2]([F:1])[CH:8]=[C:7]([F:9])[CH:6]=3)=[O:29])[C:20]3([CH2:26][CH2:25][CH2:24][CH2:23][CH2:22]3)[N:21]=2)=[CH:15][CH:16]=1, predict the reactants needed to synthesize it.